This data is from Reaction yield outcomes from USPTO patents with 853,638 reactions. The task is: Predict the reaction yield, written as a fraction of the theoretical maximum amount of product (1.0 means a 100% yield; for example, 0.34 means a 34% yield). (1) The reactants are [F:1][C:2]1[CH:7]=[C:6](B2OC(C)(C)C(C)(C)O2)[CH:5]=[CH:4][C:3]=1[C:17]1[N:18]=[CH:19][C:20]([NH2:23])=[N:21][CH:22]=1.Br[C:25]1[C:26]([O:31][CH2:32][CH:33]2[CH2:37][CH2:36][N:35]([C:38]([O:40][C:41]([CH3:44])([CH3:43])[CH3:42])=[O:39])[CH2:34]2)=[N:27][CH:28]=[CH:29][CH:30]=1. No catalyst specified. The product is [NH2:23][C:20]1[N:21]=[CH:22][C:17]([C:3]2[CH:4]=[CH:5][C:6]([C:25]3[C:26]([O:31][CH2:32][CH:33]4[CH2:37][CH2:36][N:35]([C:38]([O:40][C:41]([CH3:44])([CH3:43])[CH3:42])=[O:39])[CH2:34]4)=[N:27][CH:28]=[CH:29][CH:30]=3)=[CH:7][C:2]=2[F:1])=[N:18][CH:19]=1. The yield is 0.540. (2) The reactants are [F:1][C:2]1[CH:3]=[C:4]([CH:15]=[CH:16][C:17]=1[N+:18]([O-])=O)[O:5][CH2:6][CH2:7][O:8][CH:9]1[CH2:14][CH2:13][CH2:12][CH2:11][O:10]1. The catalyst is [C].[Pd].O1CCCC1. The product is [F:1][C:2]1[CH:3]=[C:4]([O:5][CH2:6][CH2:7][O:8][CH:9]2[CH2:14][CH2:13][CH2:12][CH2:11][O:10]2)[CH:15]=[CH:16][C:17]=1[NH2:18]. The yield is 0.620.